Regression/Classification. Given a drug SMILES string, predict its toxicity properties. Task type varies by dataset: regression for continuous values (e.g., LD50, hERG inhibition percentage) or binary classification for toxic/non-toxic outcomes (e.g., AMES mutagenicity, cardiotoxicity, hepatotoxicity). Dataset: ld50_zhu. From a dataset of Acute oral toxicity (LD50) regression data from Zhu et al.. (1) The molecule is O=C(CCC(=O)OC1CCCCC1)OC1CCCCC1. The rat oral LD50 is 1.37, given as -log10 of the dose in mol/kg body weight (higher means more acutely toxic). (2) The compound is O=C(CF)Nc1ccc(F)cc1. The rat oral LD50 is 4.93, given as -log10 of the dose in mol/kg body weight (higher means more acutely toxic). (3) The rat oral LD50 is 1.46, given as -log10 of the dose in mol/kg body weight (higher means more acutely toxic). The molecule is O=C(NCCc1ccc(O)cc1)c1cccnc1. (4) The compound is CCCOP(=O)(OCCC)Oc1ccc2c(C)c(Cl)c(=O)oc2c1. The rat oral LD50 is 3.67, given as -log10 of the dose in mol/kg body weight (higher means more acutely toxic). (5) The compound is N#CCNCC#N. The rat oral LD50 is 2.13, given as -log10 of the dose in mol/kg body weight (higher means more acutely toxic). (6) The drug is CC=CC=CCOCCC#N. The rat oral LD50 is 1.62, given as -log10 of the dose in mol/kg body weight (higher means more acutely toxic).